From a dataset of Forward reaction prediction with 1.9M reactions from USPTO patents (1976-2016). Predict the product of the given reaction. (1) Given the reactants [CH3:1][C:2]1[CH:26]=[CH:25][CH:24]=[C:23]([CH3:27])[C:3]=1[CH2:4][NH:5][C:6]1[C:14]2[N:13]=[C:12]([CH3:15])[N:11]([O:16][CH3:17])[C:10]=2[CH:9]=[C:8]([C:18]([O:20]CC)=[O:19])[CH:7]=1.[OH-].[Na+].Cl, predict the reaction product. The product is: [CH3:27][C:23]1[CH:24]=[CH:25][CH:26]=[C:2]([CH3:1])[C:3]=1[CH2:4][NH:5][C:6]1[C:14]2[N:13]=[C:12]([CH3:15])[N:11]([O:16][CH3:17])[C:10]=2[CH:9]=[C:8]([C:18]([OH:20])=[O:19])[CH:7]=1. (2) Given the reactants [NH2:1][C:2]1[N:6]([CH:7]2[CH2:11][CH2:10][CH2:9][CH2:8]2)[N:5]=[CH:4][C:3]=1[C:12]([NH2:14])=[O:13].[Cl:15][CH2:16][C:17](Cl)=O, predict the reaction product. The product is: [Cl:15][CH2:16][C:17]1[NH:14][C:12](=[O:13])[C:3]2[CH:4]=[N:5][N:6]([CH:7]3[CH2:11][CH2:10][CH2:9][CH2:8]3)[C:2]=2[N:1]=1. (3) The product is: [N:1]1([CH2:7][CH2:8][CH2:9][C:10]([NH:12][C:13]2[S:14][C:15]3[CH:21]=[C:20]([SH:22])[CH:19]=[CH:18][C:16]=3[N:17]=2)=[O:11])[CH2:2][CH2:3][O:4][CH2:5][CH2:6]1. Given the reactants [N:1]1([CH2:7][CH2:8][CH2:9][C:10]([NH:12][C:13]2[S:14][C:15]3[CH:21]=[C:20]([S:22]C#N)[CH:19]=[CH:18][C:16]=3[N:17]=2)=[O:11])[CH2:6][CH2:5][O:4][CH2:3][CH2:2]1.P([O-])(O)(O)=O.[K+].SCC(C(CS)O)O, predict the reaction product.